This data is from Reaction yield outcomes from USPTO patents with 853,638 reactions. The task is: Predict the reaction yield, written as a fraction of the theoretical maximum amount of product (1.0 means a 100% yield; for example, 0.34 means a 34% yield). The reactants are Br[C:2]1[CH:11]=[CH:10][C:5]([C:6]([O:8][CH3:9])=[O:7])=[C:4]([CH3:12])[CH:3]=1.C(=O)([O-])[O-].[K+].[K+].[CH:19]1(B(O)O)[CH2:21][CH2:20]1. The catalyst is C1(C)C=CC=CC=1.O.C1C=CC(P(C2C=CC=CC=2)[C-]2C=CC=C2)=CC=1.C1C=CC(P(C2C=CC=CC=2)[C-]2C=CC=C2)=CC=1.Cl[Pd]Cl.[Fe+2].CC([O-])=O.CC([O-])=O.[Pd+2]. The product is [CH:19]1([C:2]2[CH:11]=[CH:10][C:5]([C:6]([O:8][CH3:9])=[O:7])=[C:4]([CH3:12])[CH:3]=2)[CH2:21][CH2:20]1. The yield is 0.610.